Dataset: CYP1A2 inhibition data for predicting drug metabolism from PubChem BioAssay. Task: Regression/Classification. Given a drug SMILES string, predict its absorption, distribution, metabolism, or excretion properties. Task type varies by dataset: regression for continuous measurements (e.g., permeability, clearance, half-life) or binary classification for categorical outcomes (e.g., BBB penetration, CYP inhibition). Dataset: cyp1a2_veith. (1) The compound is COCCn1c(=O)c(C)nc2cnc(N3CCOCC3)nc21. The result is 1 (inhibitor). (2) The drug is CN1Cc2c(C(=O)OC(C)(C)C)ncn2-c2ccsc2C1=O. The result is 1 (inhibitor).